Dataset: Reaction yield outcomes from USPTO patents with 853,638 reactions. Task: Predict the reaction yield, written as a fraction of the theoretical maximum amount of product (1.0 means a 100% yield; for example, 0.34 means a 34% yield). (1) The reactants are Cl.Cl.[C:3]([C:7]1[CH:12]=[CH:11][CH:10]=[CH:9][C:8]=1[N:13]1[CH2:18][CH2:17][NH:16][CH2:15][CH2:14]1)([CH3:6])([CH3:5])[CH3:4].C(N(C(C)C)CC)(C)C.Cl.[N:29]1[CH:34]=[CH:33][CH:32]=[CH:31][C:30]=1[C:35](Cl)=[O:36]. The catalyst is C(Cl)Cl. The product is [C:3]([C:7]1[CH:12]=[CH:11][CH:10]=[CH:9][C:8]=1[N:13]1[CH2:18][CH2:17][N:16]([C:35]([C:30]2[CH:31]=[CH:32][CH:33]=[CH:34][N:29]=2)=[O:36])[CH2:15][CH2:14]1)([CH3:6])([CH3:4])[CH3:5]. The yield is 0.800. (2) The reactants are [Br:1][C:2]1[CH:7]=[CH:6][C:5]([NH:8][C:9]([NH:11][NH:12][C:13](=O)[CH2:14][C@@H:15]2[CH2:19][CH2:18][N:17]([C:20]([CH:22]3[CH2:24][CH2:23]3)=[O:21])[CH2:16]2)=[O:10])=[C:4]([Cl:26])[CH:3]=1.C([O-])([O-])=O.[K+].[K+]. The catalyst is O. The product is [Br:1][C:2]1[CH:7]=[CH:6][C:5]([N:8]2[C:13]([CH2:14][C@@H:15]3[CH2:19][CH2:18][N:17]([C:20]([CH:22]4[CH2:24][CH2:23]4)=[O:21])[CH2:16]3)=[N:12][NH:11][C:9]2=[O:10])=[C:4]([Cl:26])[CH:3]=1. The yield is 0.460. (3) The reactants are [C:1]([O:5][C:6]([N:8]1[CH2:17][CH2:16][C:15]2[C:10](=[CH:11][CH:12]=[C:13]([C:18](O)=[O:19])[CH:14]=2)[CH2:9]1)=[O:7])([CH3:4])([CH3:3])[CH3:2].[CH3:21][O:22][C:23]([C:25]1[C:33]2[N:32]=[C:31]([NH2:34])[NH:30][C:29]=2[CH:28]=[CH:27][CH:26]=1)=[O:24].CN(C(ON1N=NC2C=CC=CC1=2)=[N+](C)C)C.F[P-](F)(F)(F)(F)F.CCN(C(C)C)C(C)C. The catalyst is CN(C=O)C. The product is [C:1]([O:5][C:6]([N:8]1[CH2:17][CH2:16][C:15]2[C:10](=[CH:11][CH:12]=[C:13]([C:18](=[O:19])[NH:34][C:31]3[NH:30][C:29]4[CH:28]=[CH:27][CH:26]=[C:25]([C:23]([O:22][CH3:21])=[O:24])[C:33]=4[N:32]=3)[CH:14]=2)[CH2:9]1)=[O:7])([CH3:4])([CH3:2])[CH3:3]. The yield is 0.900. (4) The reactants are [C:1]([O:4][C:5]1[CH:13]=[C:12]([Cl:14])[CH:11]=[CH:10][C:6]=1[C:7]([OH:9])=O)(=[O:3])[CH3:2].[NH2:15][C:16]1[CH:21]=[CH:20][C:19]([N:22]2[C:26]([C:27]([F:30])([F:29])[F:28])=[CH:25][C:24]([C:31]([F:34])([F:33])[F:32])=[N:23]2)=[CH:18][CH:17]=1. No catalyst specified. The product is [C:1]([O:4][C:5]1[CH:13]=[C:12]([Cl:14])[CH:11]=[CH:10][C:6]=1[C:7]([NH:15][C:16]1[CH:17]=[CH:18][C:19]([N:22]2[C:26]([C:27]([F:28])([F:29])[F:30])=[CH:25][C:24]([C:31]([F:34])([F:33])[F:32])=[N:23]2)=[CH:20][CH:21]=1)=[O:9])(=[O:3])[CH3:2]. The yield is 0.740. (5) The reactants are C([O:5][C:6]([C:8]1[CH:9]=[C:10]([C:26]([NH:28][CH2:29][C:30]2[CH:35]=[CH:34][C:33]([S:36]([CH3:39])(=[O:38])=[O:37])=[CH:32][CH:31]=2)=[O:27])[C:11](=[O:25])[N:12]([C:15]2[CH:20]=[CH:19][CH:18]=[C:17]([C:21]([F:24])([F:23])[F:22])[CH:16]=2)[C:13]=1[CH3:14])=[CH2:7])CCC.Cl.C(=O)([O-])O.[Na+]. The catalyst is CN(C=O)C. The product is [C:6]([C:8]1[CH:9]=[C:10]([C:26]([NH:28][CH2:29][C:30]2[CH:35]=[CH:34][C:33]([S:36]([CH3:39])(=[O:38])=[O:37])=[CH:32][CH:31]=2)=[O:27])[C:11](=[O:25])[N:12]([C:15]2[CH:20]=[CH:19][CH:18]=[C:17]([C:21]([F:24])([F:23])[F:22])[CH:16]=2)[C:13]=1[CH3:14])(=[O:5])[CH3:7]. The yield is 0.510. (6) The reactants are C([O:8][C:9]1[CH:31]=[CH:30][C:29]([C:32]2[N:33]=[C:34]([CH3:37])[S:35][CH:36]=2)=[CH:28][C:10]=1[C:11]([NH:13][C:14]1[CH:19]=[C:18]([C:20]([F:23])([F:22])[F:21])[CH:17]=[C:16]([C:24]([F:27])([F:26])[F:25])[CH:15]=1)=[O:12])C1C=CC=CC=1. The catalyst is C(O)C.[Pd]. The product is [F:27][C:24]([F:25])([F:26])[C:16]1[CH:15]=[C:14]([NH:13][C:11](=[O:12])[C:10]2[CH:28]=[C:29]([C:32]3[N:33]=[C:34]([CH3:37])[S:35][CH:36]=3)[CH:30]=[CH:31][C:9]=2[OH:8])[CH:19]=[C:18]([C:20]([F:21])([F:22])[F:23])[CH:17]=1. The yield is 0.792. (7) The reactants are [NH:1]([C:3]1[CH:4]=[C:5]([CH:9]=[CH:10][CH:11]=1)[C:6]([OH:8])=[O:7])[NH2:2].[F:12][C:13]1[CH:20]=[CH:19][C:18]([I:21])=[CH:17][C:14]=1[CH:15]=O.C(=O)([O-])[O-].[Cs+].[Cs+].Cl. The catalyst is CN(C=O)C.O. The product is [F:12][C:13]1[CH:20]=[CH:19][C:18]([I:21])=[CH:17][C:14]=1[CH:15]=[N:2][NH:1][C:3]1[CH:4]=[C:5]([CH:9]=[CH:10][CH:11]=1)[C:6]([OH:8])=[O:7]. The yield is 0.980.